From a dataset of Catalyst prediction with 721,799 reactions and 888 catalyst types from USPTO. Predict which catalyst facilitates the given reaction. (1) Reactant: [CH2:1]([O:13][C:14]1[N:15]=[C:16]([Si:19]([CH:26]([CH3:28])[CH3:27])([CH:23]([CH3:25])[CH3:24])[CH:20]([CH3:22])[CH3:21])[S:17][CH:18]=1)[CH2:2][CH2:3][CH2:4][CH2:5][CH2:6][CH2:7][CH2:8][CH2:9][CH2:10][CH2:11][CH3:12].[Li][CH2:30][CH2:31][CH2:32][CH3:33]. Product: [CH2:1]([O:13][C:14]1[N:15]=[C:16]([Si:19]([CH:26]([CH3:27])[CH3:28])([CH:23]([CH3:25])[CH3:24])[CH:20]([CH3:21])[CH3:22])[S:17][C:18]=1[C:18]1[S:17][C:16]([Si:19]([CH:23]([CH3:24])[CH3:25])([CH:26]([CH3:27])[CH3:28])[CH:20]([CH3:22])[CH3:21])=[N:15][C:14]=1[O:13][CH2:30][CH2:31][CH2:32][CH2:33][CH2:8][CH2:7][CH2:6][CH2:5][CH2:4][CH2:3][CH2:2][CH3:1])[CH2:2][CH2:3][CH2:4][CH2:5][CH2:6][CH2:7][CH2:8][CH2:9][CH2:10][CH2:11][CH3:12]. The catalyst class is: 1. (2) Reactant: [F:1][C:2]1[CH:7]=[C:6]([O:8][CH3:9])[CH:5]=[CH:4][C:3]=1[N:10]1[C:14]([C:15](=O)[CH:16]([CH3:20])[CH2:17][CH:18]=O)=[C:13]([C:22]#[N:23])[C:12]([CH3:24])=[N:11]1.[CH3:25][NH2:26]. Product: [CH3:25][N:26]1[CH:18]=[CH:17][C:16]([CH3:20])=[C:15]1[C:14]1[N:10]([C:3]2[CH:4]=[CH:5][C:6]([O:8][CH3:9])=[CH:7][C:2]=2[F:1])[N:11]=[C:12]([CH3:24])[C:13]=1[C:22]#[N:23]. The catalyst class is: 2. (3) Reactant: [Cl:1][C:2]1[CH:7]=[CH:6][C:5]([OH:8])=[CH:4][CH:3]=1.[H-].[Na+].[Br:11][CH2:12][CH2:13][CH2:14]Br. Product: [Cl:1][C:2]1[CH:7]=[CH:6][C:5]([O:8][CH2:14][CH2:13][CH2:12][Br:11])=[CH:4][CH:3]=1. The catalyst class is: 9.